This data is from Catalyst prediction with 721,799 reactions and 888 catalyst types from USPTO. The task is: Predict which catalyst facilitates the given reaction. Reactant: C([O:8][C:9]1[CH:17]=[CH:16][C:15]([C:18]2[NH:22][N:21]=[N:20][N:19]=2)=[CH:14][C:10]=1[C:11]([NH2:13])=[O:12])C1C=CC=CC=1.[OH-].[NH4+]. Product: [OH:8][C:9]1[CH:17]=[CH:16][C:15]([C:18]2[NH:22][N:21]=[N:20][N:19]=2)=[CH:14][C:10]=1[C:11]([NH2:13])=[O:12]. The catalyst class is: 19.